From a dataset of Reaction yield outcomes from USPTO patents with 853,638 reactions. Predict the reaction yield, written as a fraction of the theoretical maximum amount of product (1.0 means a 100% yield; for example, 0.34 means a 34% yield). (1) The reactants are [CH3:1][O:2][C:3]([C:5]1[C:10]([C:11]#[C:12][Si](C)(C)C)=[C:9]([NH:17]C(=O)C)[CH:8]=[C:7]([C:21]2[CH:26]=[CH:25][C:24]([Cl:27])=[C:23]([O:28][CH3:29])[C:22]=2[F:30])[N:6]=1)=[O:4].C(Cl)(=O)C.C(=O)([O-])[O-].[K+].[K+].Cl. The catalyst is CO. The product is [CH3:1][O:2][C:3]([C:5]1[C:10]([C:11]#[CH:12])=[C:9]([NH2:17])[CH:8]=[C:7]([C:21]2[CH:26]=[CH:25][C:24]([Cl:27])=[C:23]([O:28][CH3:29])[C:22]=2[F:30])[N:6]=1)=[O:4]. The yield is 0.746. (2) The reactants are C(OC([N:8]1[C:12]2[CH:13]=[CH:14][C:15]([Cl:17])=[CH:16][C:11]=2[N:10]=[C:9]1[CH:18]([NH:24][C:25](=[O:40])[C:26]1[CH:31]=[CH:30][C:29]([C:32]([N:34]2[CH2:38][CH2:37][CH2:36][CH2:35]2)=[O:33])=[C:28]([CH3:39])[CH:27]=1)[CH2:19][CH2:20][C:21](O)=[O:22])=O)(C)(C)C.CN(C(ON1N=NC2C=CC=CC1=2)=[N+](C)C)C.[B-](F)(F)(F)F.C(N(C(C)C)CC)(C)C.[NH:72]1[CH2:76][CH2:75][C@@H:74]([OH:77])[CH2:73]1.FC(F)(F)C(O)=O.ClCl. The catalyst is C(#N)C.C(OCC)(=O)C.C(O)C. The product is [Cl:17][C:15]1[CH:14]=[CH:13][C:12]2[NH:8][C:9]([C@@H:18]([NH:24][C:25](=[O:40])[C:26]3[CH:31]=[CH:30][C:29]([C:32]([N:34]4[CH2:35][CH2:36][CH2:37][CH2:38]4)=[O:33])=[C:28]([CH3:39])[CH:27]=3)[CH2:19][C:20](=[C:21]=[O:22])[N:72]3[CH2:76][CH2:75][C@@H:74]([OH:77])[CH2:73]3)=[N:10][C:11]=2[CH:16]=1. The yield is 0.900. (3) The product is [Cl:8][C:9]1[CH:10]=[CH:11][C:12]([C:16]([OH:18])=[O:17])=[N:13][C:14]=1[O:7][CH2:6][CH:3]1[CH2:5][CH2:4]1. The yield is 0.250. The reactants are [H-].[Na+].[CH:3]1([CH2:6][OH:7])[CH2:5][CH2:4]1.[Cl:8][C:9]1[CH:10]=[CH:11][C:12]([C:16]([OH:18])=[O:17])=[N:13][C:14]=1Cl. No catalyst specified. (4) The reactants are [NH:1]1[CH2:4][CH:3]([OH:5])[CH2:2]1.C(=O)([O-])[O-].[K+].[K+].[C:12](Cl)(=[O:21])[O:13][CH2:14][C:15]1[CH:20]=[CH:19][CH:18]=[CH:17][CH:16]=1. The catalyst is C1COCC1.O. The product is [OH:5][CH:3]1[CH2:4][N:1]([C:12]([O:13][CH2:14][C:15]2[CH:20]=[CH:19][CH:18]=[CH:17][CH:16]=2)=[O:21])[CH2:2]1. The yield is 0.698. (5) The reactants are C([O:3][C:4]([C:6]1[CH:7]=[N:8][N:9]2[C:14]([CH3:16])([CH3:15])[CH2:13][CH:12]([C:17]3[CH:22]=[CH:21][CH:20]=[CH:19][CH:18]=3)[NH:11][C:10]=12)=[O:5])C.[CH2:23](Br)[C:24]1[CH:29]=[CH:28][CH:27]=[CH:26][CH:25]=1.[H-].[Na+].[OH-].[K+]. The catalyst is C(O)C.CCOC(C)=O.CN(C=O)C. The product is [CH2:23]([N:11]1[CH:12]([C:17]2[CH:22]=[CH:21][CH:20]=[CH:19][CH:18]=2)[CH2:13][C:14]([CH3:16])([CH3:15])[N:9]2[N:8]=[CH:7][C:6]([C:4]([OH:3])=[O:5])=[C:10]12)[C:24]1[CH:29]=[CH:28][CH:27]=[CH:26][CH:25]=1. The yield is 0.900.